Dataset: Reaction yield outcomes from USPTO patents with 853,638 reactions. Task: Predict the reaction yield, written as a fraction of the theoretical maximum amount of product (1.0 means a 100% yield; for example, 0.34 means a 34% yield). (1) The reactants are [CH2:1]([C:4]1[C:12]([O:13][CH2:14][C:15]2[CH:20]=[CH:19][CH:18]=[CH:17][CH:16]=2)=[CH:11][CH:10]=[C:9]2[C:5]=1[CH:6]=[CH:7][NH:8]2)[CH:2]=[CH2:3].[H-].[Na+].[CH3:23]I. The catalyst is CN(C=O)C.O. The product is [CH2:1]([C:4]1[C:12]([O:13][CH2:14][C:15]2[CH:20]=[CH:19][CH:18]=[CH:17][CH:16]=2)=[CH:11][CH:10]=[C:9]2[C:5]=1[CH:6]=[CH:7][N:8]2[CH3:23])[CH:2]=[CH2:3]. The yield is 0.670. (2) The reactants are [C:1]([N:8]1[CH2:13][CH2:12][NH:11][CH2:10][CH2:9]1)([O:3][C:4]([CH3:7])([CH3:6])[CH3:5])=[O:2].[N:14]#[C:15]Br. The catalyst is C(Cl)Cl. The product is [C:15]([N:11]1[CH2:10][CH2:9][N:8]([C:1]([O:3][C:4]([CH3:7])([CH3:6])[CH3:5])=[O:2])[CH2:13][CH2:12]1)#[N:14]. The yield is 0.570.